Dataset: Ames mutagenicity test results for genotoxicity prediction. Task: Regression/Classification. Given a drug SMILES string, predict its toxicity properties. Task type varies by dataset: regression for continuous values (e.g., LD50, hERG inhibition percentage) or binary classification for toxic/non-toxic outcomes (e.g., AMES mutagenicity, cardiotoxicity, hepatotoxicity). Dataset: ames. (1) The molecule is c1ccc2c(c1)oc1ccccc12. The result is 0 (non-mutagenic). (2) The result is 0 (non-mutagenic). The drug is CCC=[N+]([O-])O. (3) The compound is CC(O)CN(CC(C)O)N=O. The result is 1 (mutagenic). (4) The compound is ClC(Cl)(Cl)C(Cl)(Cl)Cl. The result is 0 (non-mutagenic). (5) The compound is O=C(O)c1cc(O)c2c(c1)C(=O)c1cc(O)cc(O)c1C2=O. The result is 0 (non-mutagenic).